This data is from Retrosynthesis with 50K atom-mapped reactions and 10 reaction types from USPTO. The task is: Predict the reactants needed to synthesize the given product. (1) Given the product CCOC(=O)C1CCOc2c1cc(Cl)c(Oc1ccc(C(=O)O)cc1)c2Br, predict the reactants needed to synthesize it. The reactants are: CCOC(=O)C1CCOc2c1cc(Cl)c(Oc1ccc(C(=O)OC(C)(C)C)cc1)c2Br. (2) Given the product CCn1ccc(I)cc1=O, predict the reactants needed to synthesize it. The reactants are: CCI.O=c1cc(I)cc[nH]1. (3) Given the product COCCCc1cc(CN(C(=O)C2CNCCC2(O)c2ccn(C)c(=O)c2)C2CC2)cc(OCCOC)c1, predict the reactants needed to synthesize it. The reactants are: COCCCc1cc(CN(C(=O)[C@H]2CN(C(=O)OC(C)(C)C)CC[C@]2(O)c2ccn(C)c(=O)c2)C2CC2)cc(OCCOC)c1. (4) The reactants are: COCCCCC1(CNC(=O)[C@H]2C[C@@H](NS(=O)(=O)c3ccc(CCC(=O)O)cc3)CN(C(=O)OC(C)(C)C)C2)c2ccccc2Oc2ccccc21. Given the product COCCCCC1(CNC(=O)[C@H]2C[C@@H](NS(=O)(=O)c3ccc(CCCO)cc3)CN(C(=O)OC(C)(C)C)C2)c2ccccc2Oc2ccccc21, predict the reactants needed to synthesize it. (5) Given the product COc1cc(N2CCN(CC3CC3)CC2)ccc1N, predict the reactants needed to synthesize it. The reactants are: COc1cc(N2CCN(CC3CC3)CC2)ccc1[N+](=O)[O-].